From a dataset of Full USPTO retrosynthesis dataset with 1.9M reactions from patents (1976-2016). Predict the reactants needed to synthesize the given product. (1) Given the product [Br:11][C:9]1[CH:10]=[C:5]([CH2:4][C:3]([OH:25])=[O:2])[CH:6]=[C:7]([Br:24])[C:8]=1[O:12][C:13]1[CH:14]=[C:15]([CH:21]([CH3:23])[CH3:22])[C:16]([O:19][CH3:20])=[CH:17][C:18]=1[CH:32]([C:31]1[CH:35]=[CH:36][CH:37]=[C:29]([CH:26]([CH3:28])[CH3:27])[CH:30]=1)[OH:33], predict the reactants needed to synthesize it. The reactants are: C[O:2][C:3](=[O:25])[CH2:4][C:5]1[CH:10]=[C:9]([Br:11])[C:8]([O:12][C:13]2[CH:18]=[CH:17][C:16]([O:19][CH3:20])=[C:15]([CH:21]([CH3:23])[CH3:22])[CH:14]=2)=[C:7]([Br:24])[CH:6]=1.[CH:26]([C:29]1[CH:30]=[C:31]([CH:35]=[CH:36][CH:37]=1)[C:32](Cl)=[O:33])([CH3:28])[CH3:27]. (2) Given the product [Br:1][CH2:2][CH2:3][CH2:4][CH2:5][C:6]([CH3:21])([CH3:15])[CH2:7][O:8][CH:9]1[CH2:14][CH2:13][CH2:12][CH2:11][O:10]1, predict the reactants needed to synthesize it. The reactants are: [Br:1][CH2:2][CH2:3][CH2:4][CH2:5][C:6]([CH3:21])([C:15]1C=CC=CC=1)[CH2:7][O:8][CH:9]1[CH2:14][CH2:13][CH2:12][CH2:11][O:10]1.BrCCCCC(C)(C)CO.O1C=CCCC1. (3) Given the product [NH2:1][C:2]1[C:10]([F:11])=[C:9]([Br:12])[C:8]([Cl:20])=[CH:7][C:3]=1[C:4]([OH:6])=[O:5], predict the reactants needed to synthesize it. The reactants are: [NH2:1][C:2]1[C:10]([F:11])=[C:9]([Br:12])[CH:8]=[CH:7][C:3]=1[C:4]([OH:6])=[O:5].C1C(=O)N([Cl:20])C(=O)C1. (4) Given the product [CH3:28][O:27][C:24]1[CH:25]=[CH:26][C:21]([CH2:20][N:19]([CH2:29][C:30]2[CH:35]=[CH:34][C:33]([O:36][CH3:37])=[CH:32][CH:31]=2)[C:14]2[N:15]=[C:16]([CH3:18])[N:17]=[C:12]([C:11]3[N:5]4[CH:6]=[C:7]([F:10])[CH:8]=[CH:9][C:4]4=[N:3][C:2]=3[NH:46][C:43]3[CH:44]=[N:45][C:40]([O:39][CH3:38])=[CH:41][CH:42]=3)[N:13]=2)=[CH:22][CH:23]=1, predict the reactants needed to synthesize it. The reactants are: Cl[C:2]1[N:3]=[C:4]2[CH:9]=[CH:8][C:7]([F:10])=[CH:6][N:5]2[C:11]=1[C:12]1[N:17]=[C:16]([CH3:18])[N:15]=[C:14]([N:19]([CH2:29][C:30]2[CH:35]=[CH:34][C:33]([O:36][CH3:37])=[CH:32][CH:31]=2)[CH2:20][C:21]2[CH:26]=[CH:25][C:24]([O:27][CH3:28])=[CH:23][CH:22]=2)[N:13]=1.[CH3:38][O:39][C:40]1[N:45]=[CH:44][C:43]([NH2:46])=[CH:42][CH:41]=1.CC([O-])(C)C.[Na+]. (5) The reactants are: [CH3:1][N:2]([CH3:25])[C:3]1[CH:8]=[CH:7][C:6]([C:9]2[N:13]([C:14]3[CH:15]=[N:16][C:17]([O:20][CH3:21])=[CH:18][CH:19]=3)[N:12]=[C:11]([C:22](O)=[O:23])[CH:10]=2)=[CH:5][CH:4]=1.[C:26]([NH2:30])([CH3:29])([CH3:28])[CH3:27]. Given the product [C:26]([NH:30][C:22]([C:11]1[CH:10]=[C:9]([C:6]2[CH:5]=[CH:4][C:3]([N:2]([CH3:25])[CH3:1])=[CH:8][CH:7]=2)[N:13]([C:14]2[CH:15]=[N:16][C:17]([O:20][CH3:21])=[CH:18][CH:19]=2)[N:12]=1)=[O:23])([CH3:29])([CH3:28])[CH3:27], predict the reactants needed to synthesize it. (6) Given the product [CH3:12][NH:13][C:14]([NH:11][CH2:10][CH:7]1[CH2:8][CH2:9][O:5][CH2:6]1)=[N:17][N+:18]([O-:20])=[O:19], predict the reactants needed to synthesize it. The reactants are: [Cl-].[Na+].[OH-].[Na+].[O:5]1[CH2:9][CH2:8][CH:7]([CH2:10][NH2:11])[CH2:6]1.[CH3:12][NH:13][C:14](=[N:17][N+:18]([O-:20])=[O:19])OC.Cl. (7) The reactants are: [N:1]([CH:4]([CH3:17])[CH2:5][C:6]1[CH:7]=[C:8]2[C:12](=[C:13]([C:15]#[N:16])[CH:14]=1)[NH:11][CH2:10][CH2:9]2)=[N+:2]=[N-:3].OO.[OH-].[Na+].C(O)(=[O:24])C. Given the product [N:1]([CH:4]([CH3:17])[CH2:5][C:6]1[CH:7]=[C:8]2[C:12](=[C:13]([C:15]([NH2:16])=[O:24])[CH:14]=1)[NH:11][CH2:10][CH2:9]2)=[N+:2]=[N-:3], predict the reactants needed to synthesize it. (8) Given the product [CH3:1][O:2][C:3](=[O:25])[C@@H:4]([O:22][CH2:23][CH3:24])[CH2:5][C:6]1[C:11]([CH3:12])=[CH:10][C:9]([OH:13])=[CH:8][C:7]=1[CH3:21], predict the reactants needed to synthesize it. The reactants are: [CH3:1][O:2][C:3](=[O:25])[C@@H:4]([O:22][CH2:23][CH3:24])[CH2:5][C:6]1[C:11]([CH3:12])=[CH:10][C:9]([O:13]CC2C=CC=CC=2)=[CH:8][C:7]=1[CH3:21].